This data is from Catalyst prediction with 721,799 reactions and 888 catalyst types from USPTO. The task is: Predict which catalyst facilitates the given reaction. (1) Reactant: [CH:1]1([C:6]([NH:8][C:9]2[CH:10]=[C:11]([CH:16]3[C:25]([CH3:27])([CH3:26])[CH2:24][C:23]4[C:18](=[CH:19][CH:20]=[C:21]([C:28]([O:30]C)=[O:29])[CH:22]=4)[NH:17]3)[CH:12]=[CH:13][C:14]=2[F:15])=[O:7])[CH2:5][CH2:4][CH2:3][CH2:2]1.[OH-].[Na+]. Product: [CH:1]1([C:6]([NH:8][C:9]2[CH:10]=[C:11]([CH:16]3[C:25]([CH3:27])([CH3:26])[CH2:24][C:23]4[C:18](=[CH:19][CH:20]=[C:21]([C:28]([OH:30])=[O:29])[CH:22]=4)[NH:17]3)[CH:12]=[CH:13][C:14]=2[F:15])=[O:7])[CH2:5][CH2:4][CH2:3][CH2:2]1. The catalyst class is: 5. (2) The catalyst class is: 487. Reactant: C1(C)C=CC=CC=1P(C1C=CC=CC=1C)C1C=CC=CC=1C.[CH:23]1[C:36]2[NH:35][C:34]3[C:29](=[CH:30][CH:31]=[CH:32][CH:33]=3)[S:28][C:27]=2[CH:26]=[CH:25][CH:24]=1.Br[C:38]1[CH:43]=[CH:42][C:41]([CH2:44][CH2:45][CH2:46][CH3:47])=[CH:40][CH:39]=1.CC(C)([O-])C.[Na+].Cl. Product: [CH2:44]([C:41]1[CH:42]=[CH:43][C:38]([N:35]2[C:36]3[CH:23]=[CH:24][CH:25]=[CH:26][C:27]=3[S:28][C:29]3[C:34]2=[CH:33][CH:32]=[CH:31][CH:30]=3)=[CH:39][CH:40]=1)[CH2:45][CH2:46][CH3:47]. (3) Product: [F:1][C:2]1[CH:7]=[CH:6][CH:5]=[C:4]([NH2:8])[C:3]=1[NH:11][CH3:12]. The catalyst class is: 693. Reactant: [F:1][C:2]1[CH:7]=[CH:6][CH:5]=[C:4]([N+:8]([O-])=O)[C:3]=1[NH:11][CH3:12].Cl. (4) Reactant: Br[C:2]1[CH:7]=[C:6]([F:8])[CH:5]=[C:4]([Cl:9])[CH:3]=1.C([Li])CCCCC.[Cl:17][CH2:18][C:19]([CH2:21][Cl:22])=[O:20]. Product: [Cl:17][CH2:18][C:19]([C:2]1[CH:7]=[C:6]([F:8])[CH:5]=[C:4]([Cl:9])[CH:3]=1)([OH:20])[CH2:21][Cl:22]. The catalyst class is: 27. (5) Reactant: [NH2:1][C:2]([C@@H:4]1[CH2:9][CH2:8][C@H:7]([NH:10][C:11]2[C:16]([C:17]([O:19]CC)=[O:18])=[CH:15][N:14]=[C:13]3[N:22]([CH2:25][CH3:26])[N:23]=[CH:24][C:12]=23)[CH2:6][CH2:5]1)=[O:3].[OH-].[Na+]. Product: [NH2:1][C:2]([C@@H:4]1[CH2:9][CH2:8][C@H:7]([NH:10][C:11]2[C:16]([C:17]([OH:19])=[O:18])=[CH:15][N:14]=[C:13]3[N:22]([CH2:25][CH3:26])[N:23]=[CH:24][C:12]=23)[CH2:6][CH2:5]1)=[O:3]. The catalyst class is: 14. (6) Reactant: FC(F)(F)C([N:5]1[C:13]2[C:8](=[CH:9][C:10]([C:14]#[N:15])=[CH:11][CH:12]=2)[CH2:7][CH2:6]1)=O. Product: [NH:5]1[C:13]2[C:8](=[CH:9][C:10]([C:14]#[N:15])=[CH:11][CH:12]=2)[CH2:7][CH2:6]1. The catalyst class is: 464.